From a dataset of Forward reaction prediction with 1.9M reactions from USPTO patents (1976-2016). Predict the product of the given reaction. (1) Given the reactants [C:1]([S:4][CH2:5][C:6]1[CH:7]=[C:8]([CH:11]=[CH:12][C:13]=1Cl)[C:9]#[N:10])(=[O:3])[CH3:2].BrCC1C=C(C=C([F:25])C=1)C#N.BrCC1C=C(C=CC=1Cl)C#N, predict the reaction product. The product is: [C:1]([S:4][CH2:5][C:6]1[CH:7]=[C:8]([CH:11]=[C:12]([F:25])[CH:13]=1)[C:9]#[N:10])(=[O:3])[CH3:2]. (2) The product is: [NH2:20][C:17]1[N:18]=[CH:19][C:14]([C:12]2[CH:11]=[CH:10][C:9]3[N:5]([C:1]([CH3:2])([CH3:3])[CH3:4])[C:6]([C:21]4[CH:26]=[C:25]([OH:27])[CH:24]=[CH:23][C:22]=4[N:29]4[CH:33]=[CH:32][CH:31]=[N:30]4)=[N:7][C:8]=3[CH:13]=2)=[CH:15][N:16]=1. Given the reactants [C:1]([N:5]1[C:9]2[CH:10]=[CH:11][C:12]([C:14]3[CH:15]=[N:16][C:17]([NH2:20])=[N:18][CH:19]=3)=[CH:13][C:8]=2[N:7]=[C:6]1[C:21]1[CH:26]=[C:25]([O:27]C)[CH:24]=[CH:23][C:22]=1[N:29]1[CH:33]=[CH:32][CH:31]=[N:30]1)([CH3:4])([CH3:3])[CH3:2].B(Br)(Br)Br.C([O-])(O)=O.[Na+], predict the reaction product. (3) Given the reactants [CH3:1][O:2][C:3](=[O:23])[C:4]1[CH:9]=[C:8]([CH3:10])[CH:7]=[C:6]([CH3:11])[C:5]=1[NH:12][S:13]([C:16]1[CH:21]=[CH:20][C:19]([F:22])=[CH:18][CH:17]=1)(=[O:15])=[O:14].[H-].[Na+].[CH2:26](Br)[C:27]1[CH:32]=[CH:31][CH:30]=[CH:29][CH:28]=1.O, predict the reaction product. The product is: [CH3:1][O:2][C:3](=[O:23])[C:4]1[CH:9]=[C:8]([CH3:10])[CH:7]=[C:6]([CH3:11])[C:5]=1[N:12]([CH2:26][C:27]1[CH:32]=[CH:31][CH:30]=[CH:29][CH:28]=1)[S:13]([C:16]1[CH:21]=[CH:20][C:19]([F:22])=[CH:18][CH:17]=1)(=[O:15])=[O:14]. (4) Given the reactants Cl[C:2]1[N:11]=[C:10]2[C:5]([C:6](=[O:28])[C:7]([C:23]([O:25][CH2:26][CH3:27])=[O:24])=[CH:8][N:9]2[CH2:12][C:13]2[CH:18]=[CH:17][C:16]([O:19][CH3:20])=[CH:15][C:14]=2[O:21][CH3:22])=[C:4]([CH3:29])[C:3]=1[F:30].[NH:31]1[CH2:34][CH2:33][CH2:32]1.C(=O)([O-])[O-].[K+].[K+], predict the reaction product. The product is: [N:31]1([C:2]2[N:11]=[C:10]3[C:5]([C:6](=[O:28])[C:7]([C:23]([O:25][CH2:26][CH3:27])=[O:24])=[CH:8][N:9]3[CH2:12][C:13]3[CH:18]=[CH:17][C:16]([O:19][CH3:20])=[CH:15][C:14]=3[O:21][CH3:22])=[C:4]([CH3:29])[C:3]=2[F:30])[CH2:34][CH2:33][CH2:32]1. (5) Given the reactants [OH:1][C:2]1[CH:16]=[CH:15][C:14](B2OC(C)(C)C(C)(C)O2)=[CH:13][C:3]=1[CH2:4][NH:5][C:6](=[O:12])[O:7][C:8]([CH3:11])([CH3:10])[CH3:9].Br[C:27]1[CH:28]=[C:29]([C:34]([F:37])=[CH:35][CH:36]=1)[C:30]([O:32][CH3:33])=[O:31].C(=O)([O-])[O-].[K+].[K+], predict the reaction product. The product is: [C:8]([O:7][C:6]([NH:5][CH2:4][C:3]1[CH:13]=[C:14]([C:27]2[CH:28]=[C:29]([C:34]([F:37])=[CH:35][CH:36]=2)[C:30]([O:32][CH3:33])=[O:31])[CH:15]=[CH:16][C:2]=1[OH:1])=[O:12])([CH3:9])([CH3:10])[CH3:11]. (6) Given the reactants [H-].[Na+].[NH2:3][C:4]1[CH:9]=[CH:8][C:7]([S:10][C:11]([CH3:14])([CH3:13])[CH3:12])=[CH:6][C:5]=1CC(C)(C)C(N)=O.O1[C:24]2([CH2:29]COC[CH2:25]2)[CH2:23]1.[P].[S].C[N:33]([CH3:36])C=O, predict the reaction product. The product is: [C:24]([C:36]1[NH:3][C:4]2[CH:9]=[CH:8][C:7]([S:10][C:11]([CH3:12])([CH3:13])[CH3:14])=[CH:6][C:5]=2[N:33]=1)([CH3:29])([CH3:25])[CH3:23]. (7) Given the reactants [CH2:1]1[N:6]2[CH2:7][N+:8]3(C/C=C/Cl)[CH2:10][N:4]([CH2:5]2)[CH2:3][N:2]1[CH2:9]3.[Cl-].ClC1C=CC(OC(N2C=CN=C2)C(=O)C(C)(C)C)=CC=1.OCN1C(C)(C)C(=O)N(CO)C1=O.C(O)C1C=CC=CC=1.ON1C(CC(C)CC(C)(C)C)=CC(C)=CC1=O.C(CN)O.BrCC(Br)(C#N)CCC#N.BrC1(Br)C(O)C(CC2C=CC=CC=2O)=CC(Cl)(Cl)C1, predict the reaction product. The product is: [CH2:1]1[N:6]2[CH2:7][N:8]3[CH2:10][N:4]([CH2:5]2)[CH2:3][N:2]1[CH2:9]3. (8) The product is: [CH3:40][N:41]([CH3:42])[C:3](=[O:5])[C:2]([CH3:6])([C:7]1[CH:8]=[CH:9][C:10]2[NH:16][C:15]3[N:17]=[C:18]([C:21]([F:23])([F:22])[F:24])[CH:19]=[CH:20][C:14]=3[CH2:13][N:12]([S:25]([C:28]3[CH:29]=[CH:30][C:31]([O:34][C:35]([F:36])([F:37])[F:38])=[CH:32][CH:33]=3)(=[O:27])=[O:26])[C:11]=2[CH:39]=1)[CH3:1]. Given the reactants [CH3:1][C:2]([C:7]1[CH:8]=[CH:9][C:10]2[NH:16][C:15]3[N:17]=[C:18]([C:21]([F:24])([F:23])[F:22])[CH:19]=[CH:20][C:14]=3[CH2:13][N:12]([S:25]([C:28]3[CH:33]=[CH:32][C:31]([O:34][C:35]([F:38])([F:37])[F:36])=[CH:30][CH:29]=3)(=[O:27])=[O:26])[C:11]=2[CH:39]=1)([CH3:6])[C:3]([OH:5])=O.[CH3:40][NH:41][CH3:42], predict the reaction product. (9) Given the reactants Br[C:2]1[CH:7]=[C:6]([F:8])[C:5]([C:9]([N:11]2[CH2:15][CH2:14][CH2:13][C@H:12]2[CH2:16][N:17]2[CH2:21][CH2:20][CH2:19][CH2:18]2)=[O:10])=[C:4]([F:22])[CH:3]=1.[CH3:23][O:24][C:25]1[N:30]=[CH:29][C:28](B(O)O)=[CH:27][N:26]=1, predict the reaction product. The product is: [F:8][C:6]1[CH:7]=[C:2]([C:28]2[CH:27]=[N:26][C:25]([O:24][CH3:23])=[N:30][CH:29]=2)[CH:3]=[C:4]([F:22])[C:5]=1[C:9]([N:11]1[CH2:15][CH2:14][CH2:13][C@H:12]1[CH2:16][N:17]1[CH2:21][CH2:20][CH2:19][CH2:18]1)=[O:10]. (10) Given the reactants [C:1]1(B(O)O)[C:10]2[C:5](=[CH:6][CH:7]=[CH:8][CH:9]=2)[CH:4]=[CH:3][CH:2]=1.[Br:14][C:15]1[CH:20]=[CH:19][C:18](I)=[CH:17][CH:16]=1.C(=O)([O-])[O-].[Na+].[Na+], predict the reaction product. The product is: [Br:14][C:15]1[CH:20]=[CH:19][C:18]([C:1]2[C:10]3[C:5](=[CH:6][CH:7]=[CH:8][CH:9]=3)[CH:4]=[CH:3][CH:2]=2)=[CH:17][CH:16]=1.